From a dataset of Reaction yield outcomes from USPTO patents with 853,638 reactions. Predict the reaction yield, written as a fraction of the theoretical maximum amount of product (1.0 means a 100% yield; for example, 0.34 means a 34% yield). (1) The reactants are Cl.[N:2]1([CH2:8][C:9]([OH:11])=O)[CH2:7][CH2:6][O:5][CH2:4][CH2:3]1.[NH2:12][C@@H:13]([CH2:31][O:32][CH2:33][C:34]1[CH:39]=[CH:38][C:37]([F:40])=[CH:36][CH:35]=1)[C:14]([NH:16][C:17]1[CH:22]=[CH:21][C:20]([O:23][C:24]2[CH:29]=[CH:28][C:27]([F:30])=[CH:26][CH:25]=2)=[CH:19][CH:18]=1)=[O:15]. No catalyst specified. The product is [F:40][C:37]1[CH:38]=[CH:39][C:34]([CH2:33][O:32][CH2:31][C@H:13]([NH:12][C:9](=[O:11])[CH2:8][N:2]2[CH2:3][CH2:4][O:5][CH2:6][CH2:7]2)[C:14]([NH:16][C:17]2[CH:22]=[CH:21][C:20]([O:23][C:24]3[CH:29]=[CH:28][C:27]([F:30])=[CH:26][CH:25]=3)=[CH:19][CH:18]=2)=[O:15])=[CH:35][CH:36]=1. The yield is 0.550. (2) The reactants are [F:1][C:2]1[C:7]([F:8])=[CH:6][CH:5]=[C:4]([F:9])[N:3]=1.[N+:10]([O-])([OH:12])=[O:11].OS(O)(=O)=O. The yield is 0.500. The product is [F:1][C:2]1[C:7]([F:8])=[CH:6][C:5]([N+:10]([O-:12])=[O:11])=[C:4]([F:9])[N:3]=1. No catalyst specified. (3) The reactants are [NH2:1][C:2]1[N:7]=[CH:6][C:5]([C:8]2[CH:9]=[C:10]([NH2:19])[C:11]([NH:14][C:15]([CH3:18])([CH3:17])[CH3:16])=[CH:12][CH:13]=2)=[CH:4][N:3]=1.[CH3:20][C:21]1[N:25]=[CH:24][N:23]([C:26]2[CH:33]=[CH:32][CH:31]=[CH:30][C:27]=2[CH:28]=O)[N:22]=1.OOS([O-])=O.[K+].S([O-])([O-])(=O)=S.[Na+].[Na+]. The catalyst is CN(C=O)C.O. The product is [C:15]([N:14]1[C:11]2[CH:12]=[CH:13][C:8]([C:5]3[CH:4]=[N:3][C:2]([NH2:1])=[N:7][CH:6]=3)=[CH:9][C:10]=2[N:19]=[C:28]1[C:27]1[CH:30]=[CH:31][CH:32]=[CH:33][C:26]=1[N:23]1[CH:24]=[N:25][C:21]([CH3:20])=[N:22]1)([CH3:16])([CH3:18])[CH3:17]. The yield is 0.300.